From a dataset of Forward reaction prediction with 1.9M reactions from USPTO patents (1976-2016). Predict the product of the given reaction. (1) Given the reactants [Cl-].O[NH3+:3].[C:4](=[O:7])([O-])[OH:5].[Na+].CS(C)=O.[CH2:13]([C:17]1[N:18]=[C:19]([CH2:39][O:40][CH3:41])[NH:20][C:21](=[O:38])[C:22]=1[CH2:23][C:24]1[CH:29]=[CH:28][C:27]([C:30]2[C:31]([C:36]#[N:37])=[CH:32][CH:33]=[CH:34][CH:35]=2)=[CH:26][CH:25]=1)[CH2:14][CH2:15][CH3:16], predict the reaction product. The product is: [CH2:13]([C:17]1[N:18]=[C:19]([CH2:39][O:40][CH3:41])[NH:20][C:21](=[O:38])[C:22]=1[CH2:23][C:24]1[CH:29]=[CH:28][C:27]([C:30]2[CH:35]=[CH:34][CH:33]=[CH:32][C:31]=2[C:36]2[NH:3][C:4](=[O:7])[O:5][N:37]=2)=[CH:26][CH:25]=1)[CH2:14][CH2:15][CH3:16]. (2) Given the reactants C(NC(C)C)(C)C.C([Li])CCC.[CH:13]1([CH2:19][CH:20]2[CH2:25][CH2:24][O:23][C:21]2=[O:22])[CH2:18][CH2:17][CH2:16][CH2:15][CH2:14]1.[CH3:26][O:27][CH2:28]Cl, predict the reaction product. The product is: [CH:13]1([CH2:19][C:20]2([CH2:26][O:27][CH3:28])[CH2:25][CH2:24][O:23][C:21]2=[O:22])[CH2:14][CH2:15][CH2:16][CH2:17][CH2:18]1. (3) Given the reactants [S:1]1[CH:5]=[C:4]([N:6]2[CH2:11][CH2:10][CH:9]([C:12]([OH:14])=O)[CH2:8][CH2:7]2)[C:3]2[CH:15]=[CH:16][CH:17]=[CH:18][C:2]1=2.BrC1C2C=CC=CC=2SC=1.[N:29]1[C:38]2[C:33](=[N:34][CH:35]=[CH:36][N:37]=2)[C:32]([NH2:39])=[N:31][CH:30]=1, predict the reaction product. The product is: [N:29]1[C:38]2[C:33](=[N:34][CH:35]=[CH:36][N:37]=2)[C:32]([NH:39][C:12]([CH:9]2[CH2:8][CH2:7][N:6]([C:4]3[C:3]4[CH:15]=[CH:16][CH:17]=[CH:18][C:2]=4[S:1][CH:5]=3)[CH2:11][CH2:10]2)=[O:14])=[N:31][CH:30]=1.